This data is from Catalyst prediction with 721,799 reactions and 888 catalyst types from USPTO. The task is: Predict which catalyst facilitates the given reaction. (1) Reactant: [F:1][C:2]([F:24])([F:23])[C:3]1[CH:4]=[C:5]([C:13]2[N:17]=[CH:16][N:15](/[CH:18]=[CH:19]\[C:20]([OH:22])=O)[N:14]=2)[CH:6]=[C:7]([C:9]([F:12])([F:11])[F:10])[CH:8]=1.[NH:25]1[CH2:30][CH2:29][CH2:28][CH:27]([C:31]([NH:33][NH2:34])=[O:32])[CH2:26]1.C(P1(=O)OP(CCC)(=O)OP(CCC)(=O)O1)CC.CCN(C(C)C)C(C)C. Product: [F:11][C:9]([F:10])([F:12])[C:7]1[CH:6]=[C:5]([C:13]2[N:17]=[CH:16][N:15](/[CH:18]=[CH:19]\[C:20]([NH:34][NH:33][C:31]([CH:27]3[CH2:28][CH2:29][CH2:30][NH:25][CH2:26]3)=[O:32])=[O:22])[N:14]=2)[CH:4]=[C:3]([C:2]([F:23])([F:24])[F:1])[CH:8]=1. The catalyst class is: 49. (2) Reactant: [CH:1]1([C:7](Cl)=[O:8])[CH2:6][CH2:5][CH2:4][CH2:3][CH2:2]1.[CH3:10][O:11][C:12]1[CH:17]=[CH:16][CH:15]=[CH:14][C:13]=1[N:18]1[CH2:23][CH2:22][N:21]([CH2:24][CH:25]2[CH2:30][CH2:29][CH2:28][NH:27][CH2:26]2)[CH2:20][CH2:19]1.C(N(CC)CC)C. Product: [CH:1]1([C:7]([N:27]2[CH2:28][CH2:29][CH2:30][CH:25]([CH2:24][N:21]3[CH2:22][CH2:23][N:18]([C:13]4[CH:14]=[CH:15][CH:16]=[CH:17][C:12]=4[O:11][CH3:10])[CH2:19][CH2:20]3)[CH2:26]2)=[O:8])[CH2:6][CH2:5][CH2:4][CH2:3][CH2:2]1. The catalyst class is: 2.